Dataset: Catalyst prediction with 721,799 reactions and 888 catalyst types from USPTO. Task: Predict which catalyst facilitates the given reaction. Reactant: [ClH:1].[CH2:2]([N:4]1[C:8]2=[N:9][CH:10]=[C:11]([C:20]3[O:24][N:23]=[C:22]([CH2:25][CH:26]4[CH2:31][CH2:30][N:29](C(OC(C)(C)C)=O)[CH2:28][CH2:27]4)[N:21]=3)[C:12]([NH:13][CH:14]3[CH2:19][CH2:18][O:17][CH2:16][CH2:15]3)=[C:7]2[CH:6]=[N:5]1)[CH3:3]. Product: [ClH:1].[CH2:2]([N:4]1[C:8]2[N:9]=[CH:10][C:11]([C:20]3[O:24][N:23]=[C:22]([CH2:25][CH:26]4[CH2:31][CH2:30][NH:29][CH2:28][CH2:27]4)[N:21]=3)=[C:12]([NH:13][CH:14]3[CH2:15][CH2:16][O:17][CH2:18][CH2:19]3)[C:7]=2[CH:6]=[N:5]1)[CH3:3]. The catalyst class is: 12.